Dataset: Reaction yield outcomes from USPTO patents with 853,638 reactions. Task: Predict the reaction yield, written as a fraction of the theoretical maximum amount of product (1.0 means a 100% yield; for example, 0.34 means a 34% yield). (1) The reactants are [F:1][C:2]1[CH:28]=[CH:27][C:26]([F:29])=[CH:25][C:3]=1[CH2:4][N:5]1[C:10](=[O:11])[CH2:9][NH:8][C:7]2[N:12]=[CH:13][C:14]([C:16]3[CH:24]=[CH:23][C:19]([C:20](O)=[O:21])=[CH:18][CH:17]=3)=[CH:15][C:6]1=2.[NH:30]1[CH2:34][CH2:33][CH2:32][C@H:31]1[CH2:35][N:36]1[CH2:40][CH2:39][CH2:38][CH2:37]1. No catalyst specified. The product is [F:1][C:2]1[CH:28]=[CH:27][C:26]([F:29])=[CH:25][C:3]=1[CH2:4][N:5]1[C:10](=[O:11])[CH2:9][NH:8][C:7]2[N:12]=[CH:13][C:14]([C:16]3[CH:24]=[CH:23][C:19]([C:20]([N:30]4[CH2:34][CH2:33][CH2:32][C@H:31]4[CH2:35][N:36]4[CH2:40][CH2:39][CH2:38][CH2:37]4)=[O:21])=[CH:18][CH:17]=3)=[CH:15][C:6]1=2. The yield is 0.320. (2) The reactants are Cl[C:2]1[N:7]=[N:6][C:5]([C:8]([NH2:10])=[O:9])=[CH:4][CH:3]=1.[CH3:11][N:12]1[CH2:17][CH2:16][NH:15][CH2:14][CH2:13]1. The catalyst is CC(O)C. The product is [CH3:11][N:12]1[CH2:17][CH2:16][N:15]([C:2]2[N:7]=[N:6][C:5]([C:8]([NH2:10])=[O:9])=[CH:4][CH:3]=2)[CH2:14][CH2:13]1. The yield is 0.750. (3) The reactants are [CH2:1]([O:8][C:9]1[CH:17]=[CH:16][C:12]([C:13](O)=[O:14])=[CH:11][CH:10]=1)[C:2]1[CH:7]=[CH:6][CH:5]=[CH:4][CH:3]=1.C(Cl)(=O)C([Cl:21])=O.CN(C)C=O. The catalyst is ClCCl. The product is [CH2:1]([O:8][C:9]1[CH:17]=[CH:16][C:12]([C:13]([Cl:21])=[O:14])=[CH:11][CH:10]=1)[C:2]1[CH:7]=[CH:6][CH:5]=[CH:4][CH:3]=1. The yield is 0.980.